Task: Predict the product of the given reaction.. Dataset: Forward reaction prediction with 1.9M reactions from USPTO patents (1976-2016) (1) Given the reactants [C:1]1([C@H:7]2[C@@H:11]([C:12]3[CH:17]=[CH:16][CH:15]=[CH:14][CH:13]=3)[N:10]([C:18]([O:20][C:21]([CH3:24])([CH3:23])[CH3:22])=[O:19])[C:9](SC)=[N:8]2)[CH:6]=[CH:5][CH:4]=[CH:3][CH:2]=1.[CH3:27][NH:28][CH2:29][C:30]1[CH:35]=[CH:34][CH:33]=[CH:32][CH:31]=1.CO, predict the reaction product. The product is: [C:21]([O:20][C:18]([N:10]1[C@H:11]([C:12]2[CH:17]=[CH:16][CH:15]=[CH:14][CH:13]=2)[C@H:7]([C:1]2[CH:6]=[CH:5][CH:4]=[CH:3][CH:2]=2)[N:8]=[C:9]1[N:28]([CH2:29][C:30]1[CH:35]=[CH:34][CH:33]=[CH:32][CH:31]=1)[CH3:27])=[O:19])([CH3:24])([CH3:23])[CH3:22]. (2) Given the reactants [CH3:1][N:2]([CH:10]1[CH2:15][CH2:14][CH:13]([O:16][C:17]2[C:28]3[C:27]4[C@@H:26]([CH2:29][CH:30]=[O:31])[CH2:25][CH2:24][C:23]=4[S:22][C:21]=3[N:20]=[CH:19][N:18]=2)[CH2:12][CH2:11]1)[C:3](=[O:9])[O:4][C:5]([CH3:8])([CH3:7])[CH3:6].Br[Mg][CH2:34][CH3:35], predict the reaction product. The product is: [OH:31][C@@H:30]([CH2:34][CH3:35])[CH2:29][C@H:26]1[CH2:25][CH2:24][C:23]2[S:22][C:21]3[N:20]=[CH:19][N:18]=[C:17]([O:16][CH:13]4[CH2:14][CH2:15][CH:10]([N:2]([CH3:1])[C:3](=[O:9])[O:4][C:5]([CH3:8])([CH3:6])[CH3:7])[CH2:11][CH2:12]4)[C:28]=3[C:27]1=2.[OH:31][C@H:30]([CH2:34][CH3:35])[CH2:29][C@H:26]1[CH2:25][CH2:24][C:23]2[S:22][C:21]3[N:20]=[CH:19][N:18]=[C:17]([O:16][CH:13]4[CH2:14][CH2:15][CH:10]([N:2]([CH3:1])[C:3](=[O:9])[O:4][C:5]([CH3:8])([CH3:6])[CH3:7])[CH2:11][CH2:12]4)[C:28]=3[C:27]1=2. (3) Given the reactants [CH3:1][O:2][C:3]([CH:5]1[CH2:9][CH:8]([N:10](C)[C:11](=O)C(F)(F)F)[CH2:7][N:6]1[C:18]([O:20][C:21]([CH3:24])([CH3:23])[CH3:22])=[O:19])=[O:4].C(=O)([O-])[O-].[K+].[K+], predict the reaction product. The product is: [CH3:1][O:2][C:3]([CH:5]1[CH2:9][CH:8]([NH:10][CH3:11])[CH2:7][N:6]1[C:18]([O:20][C:21]([CH3:24])([CH3:23])[CH3:22])=[O:19])=[O:4].